This data is from Merck oncology drug combination screen with 23,052 pairs across 39 cell lines. The task is: Regression. Given two drug SMILES strings and cell line genomic features, predict the synergy score measuring deviation from expected non-interaction effect. Drug 1: CN(C)C(=N)N=C(N)N. Drug 2: Cc1nc(Nc2ncc(C(=O)Nc3c(C)cccc3Cl)s2)cc(N2CCN(CCO)CC2)n1. Cell line: OVCAR3. Synergy scores: synergy=48.9.